This data is from Forward reaction prediction with 1.9M reactions from USPTO patents (1976-2016). The task is: Predict the product of the given reaction. (1) Given the reactants [CH3:1][NH:2][C@H:3]1[CH2:8][CH2:7][C@H:6]([CH2:9][CH2:10][CH2:11][CH2:12][CH2:13]OS(C)(=O)=O)[CH2:5][CH2:4]1.FC(F)(F)C(O)=O.Cl[C:27]([O:29][C:30]1[CH:35]=[CH:34][C:33]([C:36]([F:39])([F:38])[F:37])=[CH:32][CH:31]=1)=[O:28].[CH2:40]([NH2:43])[CH:41]=[CH2:42], predict the reaction product. The product is: [F:37][C:36]([F:39])([F:38])[C:33]1[CH:34]=[CH:35][C:30]([O:29][C:27](=[O:28])[N:2]([C@H:3]2[CH2:4][CH2:5][C@H:6]([CH2:9][CH2:10][CH2:11][CH2:12][CH2:13][NH:43][CH2:40][CH:41]=[CH2:42])[CH2:7][CH2:8]2)[CH3:1])=[CH:31][CH:32]=1. (2) Given the reactants Br[C:2]1[CH:3]=[C:4]([CH:26]=[CH:27][CH:28]=1)[CH2:5][N:6]1[C:10](=[O:11])[N:9]([CH2:12][C@H:13]([OH:18])[C:14]([F:17])([F:16])[F:15])[C:8]([C:19]2[CH:24]=[CH:23][C:22]([Cl:25])=[CH:21][CH:20]=2)=[N:7]1.[Cl:29][C:30]1[C:35]([Cl:36])=[CH:34][CH:33]=[CH:32][C:31]=1B(O)O, predict the reaction product. The product is: [Cl:25][C:22]1[CH:23]=[CH:24][C:19]([C:8]2[N:9]([CH2:12][C@H:13]([OH:18])[C:14]([F:17])([F:16])[F:15])[C:10](=[O:11])[N:6]([CH2:5][C:4]3[CH:3]=[C:2]([C:34]4[CH:33]=[CH:32][CH:31]=[C:30]([Cl:29])[C:35]=4[Cl:36])[CH:28]=[CH:27][CH:26]=3)[N:7]=2)=[CH:20][CH:21]=1. (3) The product is: [Br:1][C:2]1[C:11]([O:12][CH3:13])=[CH:10][CH:9]=[C:8]2[C:3]=1[CH:4]=[CH:5][N:6]=[C:7]2[O:14][CH:15]1[CH2:33][CH:32]2[N:17]([C:18](=[O:38])[NH:19][CH2:20][CH2:21][CH2:22][CH2:23][CH2:24][CH:25]=[CH:26][CH:27]3[C:29]([C:35]([NH:81][S:82]([CH:85]4[CH2:87][CH2:86]4)(=[O:84])=[O:83])=[O:36])([NH:30][C:31]2=[O:34])[CH2:28]3)[CH2:16]1. Given the reactants [Br:1][C:2]1[C:11]([O:12][CH3:13])=[CH:10][CH:9]=[C:8]2[C:3]=1[CH:4]=[CH:5][N:6]=[C:7]2[O:14][CH:15]1[CH2:33][CH:32]2[N:17]([C:18](=[O:38])[NH:19][CH2:20][CH2:21][CH2:22][CH2:23][CH2:24][CH:25]=[CH:26][CH:27]3[C:29]([C:35](O)=[O:36])([NH:30][C:31]2=[O:34])[CH2:28]3)[CH2:16]1.C1(C2N=C(C3N=C(OC4CC5C(C(=O)N(C)CCCCC=CC6C(C([NH:81][S:82]([CH:85]7[CH2:87][CH2:86]7)(=[O:84])=[O:83])=O)(NC5=O)C6)C4)C4C(C=3)=CC(OC)=CC=4)SC=2)CC1, predict the reaction product. (4) Given the reactants [N:1]1([C:7]2[N:15]=[C:14]([C:16]3[CH:17]=[C:18]([CH2:22][OH:23])[CH:19]=[CH:20][CH:21]=3)[N:13]=[C:12]3[C:8]=2[N:9]=[CH:10][N:11]3[CH:24]2[CH2:29][CH2:28][NH:27][CH2:26][CH2:25]2)[CH2:6][CH2:5][O:4][CH2:3][CH2:2]1.[BH3-]C#N.[Na+].F[C:35]1[CH:42]=[CH:41]C=C[C:36]=1[CH:37]=[O:38], predict the reaction product. The product is: [O:38]1[CH:37]=[CH:36][CH:35]=[C:42]1[CH2:41][N:27]1[CH2:28][CH2:29][CH:24]([N:11]2[CH:10]=[N:9][C:8]3[C:12]2=[N:13][C:14]([C:16]2[CH:17]=[C:18]([CH2:22][OH:23])[CH:19]=[CH:20][CH:21]=2)=[N:15][C:7]=3[N:1]2[CH2:6][CH2:5][O:4][CH2:3][CH2:2]2)[CH2:25][CH2:26]1. (5) Given the reactants CC1SC(C23CCC(CC[CH2:23][CH2:24][C:25]([OH:27])=[O:26])(CC2)CO3)=C(C2C=CC=CC=2)N=1.ICC12CCC(C3SC(C)=NC=3C3C=CC=CC=3)(CC1)OC2.I[CH2:51][C:52]12[CH2:59][CH2:58][C:55]([C:60]3[CH:65]=[CH:64][CH:63]=[C:62]([O:66][CH:67]4[CH2:72][CH2:71][CH2:70][CH2:69][O:68]4)[CH:61]=3)([CH2:56][CH2:57]1)[O:54][CH2:53]2, predict the reaction product. The product is: [O:68]1[CH2:69][CH2:70][CH2:71][CH2:72][CH:67]1[O:66][C:62]1[CH:61]=[C:60]([C:55]23[CH2:58][CH2:59][C:52]([CH2:51][CH2:23][CH2:24][C:25]([OH:27])=[O:26])([CH2:57][CH2:56]2)[CH2:53][O:54]3)[CH:65]=[CH:64][CH:63]=1.